This data is from Full USPTO retrosynthesis dataset with 1.9M reactions from patents (1976-2016). The task is: Predict the reactants needed to synthesize the given product. (1) Given the product [CH3:1][O:2][C@:3]12[CH2:19][NH:18][CH2:17][C@H:4]1[N:5]([C:8]([O:10][C@@H:11]([CH3:16])[C:12]([F:15])([F:14])[F:13])=[O:9])[CH2:6][CH2:7]2, predict the reactants needed to synthesize it. The reactants are: [CH3:1][O:2][C@:3]12[CH2:19][N:18](C(OC(C)(C)C)=O)[CH2:17][C@H:4]1[N:5]([C:8]([O:10][C@@H:11]([CH3:16])[C:12]([F:15])([F:14])[F:13])=[O:9])[CH2:6][CH2:7]2.C(O)(C(F)(F)F)=O.C([O-])(O)=O.[Na+]. (2) Given the product [CH3:1][O:2][C:3]([C@H:5]1[N:9]2[C:10](=[O:32])[C:11]([NH:31][C:33](=[O:37])[CH:34]([CH3:36])[CH3:35])=[C:12]([CH2:20][C:21]3[C:30]4[C:25](=[CH:26][CH:27]=[CH:28][CH:29]=4)[CH:24]=[CH:23][CH:22]=3)[C:13]([C:14]3[CH:15]=[CH:16][CH:17]=[CH:18][CH:19]=3)=[C:8]2[S:7][CH2:6]1)=[O:4], predict the reactants needed to synthesize it. The reactants are: [CH3:1][O:2][C:3]([C@H:5]1[N:9]2[C:10](=[O:32])[C:11]([NH2:31])=[C:12]([CH2:20][C:21]3[C:30]4[C:25](=[CH:26][CH:27]=[CH:28][CH:29]=4)[CH:24]=[CH:23][CH:22]=3)[C:13]([C:14]3[CH:19]=[CH:18][CH:17]=[CH:16][CH:15]=3)=[C:8]2[S:7][CH2:6]1)=[O:4].[C:33](Cl)(=[O:37])[CH:34]([CH3:36])[CH3:35].C(Cl)Cl. (3) Given the product [CH3:13][O:14][C:15]([C@H:17]1[CH2:22][CH2:21][C@H:20]([C:23](=[O:24])[NH:2][CH2:3][C:4]([C:6]2[CH:11]=[CH:10][CH:9]=[C:8]([Br:12])[N:7]=2)=[O:5])[CH2:19][CH2:18]1)=[O:16], predict the reactants needed to synthesize it. The reactants are: Cl.[NH2:2][CH2:3][C:4]([C:6]1[CH:11]=[CH:10][CH:9]=[C:8]([Br:12])[N:7]=1)=[O:5].[CH3:13][O:14][C:15]([C@H:17]1[CH2:22][CH2:21][C@H:20]([C:23](Cl)=[O:24])[CH2:19][CH2:18]1)=[O:16].C(N(CC)CC)C. (4) The reactants are: [C:1]([C:5]1[N:10]=[CH:9][C:8]([C:11]2[N:12]([C:32]([N:34]3[CH2:39][CH2:38][C:37]4([CH2:44][CH2:43][NH:42][CH2:41][CH2:40]4)[CH2:36][CH2:35]3)=[O:33])[C@@:13]([C:25]3[CH:30]=[CH:29][C:28]([Cl:31])=[CH:27][CH:26]=3)([CH3:24])[C@@:14]([C:17]3[CH:22]=[CH:21][C:20]([Cl:23])=[CH:19][CH:18]=3)([CH3:16])[N:15]=2)=[C:7]([O:45][CH2:46][CH3:47])[CH:6]=1)([CH3:4])([CH3:3])[CH3:2].Cl[CH2:49][C:50]([NH2:52])=[O:51]. Given the product [C:1]([C:5]1[N:10]=[CH:9][C:8]([C:11]2[N:12]([C:32]([N:34]3[CH2:35][CH2:36][C:37]4([CH2:44][CH2:43][N:42]([CH2:49][C:50]([NH2:52])=[O:51])[CH2:41][CH2:40]4)[CH2:38][CH2:39]3)=[O:33])[C@@:13]([C:25]3[CH:30]=[CH:29][C:28]([Cl:31])=[CH:27][CH:26]=3)([CH3:24])[C@@:14]([C:17]3[CH:18]=[CH:19][C:20]([Cl:23])=[CH:21][CH:22]=3)([CH3:16])[N:15]=2)=[C:7]([O:45][CH2:46][CH3:47])[CH:6]=1)([CH3:2])([CH3:3])[CH3:4], predict the reactants needed to synthesize it. (5) Given the product [CH3:1][O:2][C:3]1[CH:4]=[CH:5][C:6]2[CH2:7][CH:8]([CH3:13])[N:9]3[CH:10]([CH2:25][C:24](=[O:26])[C:18]([C:19]([O:21][CH2:22][CH3:23])=[O:20])=[CH:17]3)[C:11]=2[CH:12]=1, predict the reactants needed to synthesize it. The reactants are: [CH3:1][O:2][C:3]1[CH:12]=[C:11]2[C:6]([CH2:7][CH:8]([CH3:13])[N:9]=[CH:10]2)=[CH:5][CH:4]=1.C(O[CH:17]=[C:18]([C:24](=[O:26])[CH3:25])[C:19]([O:21][CH2:22][CH3:23])=[O:20])C.